From a dataset of Catalyst prediction with 721,799 reactions and 888 catalyst types from USPTO. Predict which catalyst facilitates the given reaction. (1) Reactant: C(OC(=O)[NH:7][CH2:8][CH2:9][N:10]1[C:18]2[C:17]([NH:19][C:20]3[CH:25]=[CH:24][C:23]([O:26][CH2:27][C:28]4[CH:33]=[CH:32][CH:31]=[CH:30][N:29]=4)=[C:22]([Cl:34])[CH:21]=3)=[N:16][CH:15]=[N:14][C:13]=2[CH:12]=[CH:11]1)(C)(C)C. Product: [ClH:34].[ClH:34].[ClH:34].[NH2:7][CH2:8][CH2:9][N:10]1[C:18]2[C:17]([NH:19][C:20]3[CH:25]=[CH:24][C:23]([O:26][CH2:27][C:28]4[CH:33]=[CH:32][CH:31]=[CH:30][N:29]=4)=[C:22]([Cl:34])[CH:21]=3)=[N:16][CH:15]=[N:14][C:13]=2[CH:12]=[CH:11]1. The catalyst class is: 632. (2) Reactant: [CH3:1][O:2][CH2:3][CH2:4][CH2:5][CH2:6][N:7]1[C:11]2[CH:12]=[CH:13][CH:14]=[CH:15][C:10]=2[N:9]=[C:8]1[C:16]([N:18]([CH2:36][CH:37]([CH3:39])[CH3:38])[C@H:19]1[CH2:24][C@@H:23]([C:25](=[O:28])[CH2:26][CH3:27])[CH2:22][N:21]([C:29]([O:31][C:32]([CH3:35])([CH3:34])[CH3:33])=[O:30])[CH2:20]1)=[O:17].[BH4-].[Na+]. Product: [OH:28][CH:25]([C@@H:23]1[CH2:24][C@H:19]([N:18]([C:16]([C:8]2[N:7]([CH2:6][CH2:5][CH2:4][CH2:3][O:2][CH3:1])[C:11]3[CH:12]=[CH:13][CH:14]=[CH:15][C:10]=3[N:9]=2)=[O:17])[CH2:36][CH:37]([CH3:39])[CH3:38])[CH2:20][N:21]([C:29]([O:31][C:32]([CH3:35])([CH3:33])[CH3:34])=[O:30])[CH2:22]1)[CH2:26][CH3:27]. The catalyst class is: 8. (3) Reactant: [F:1][C:2]([F:16])([F:15])[CH2:3][O:4][C:5]1[CH:6]=[N:7][C:8]2[CH2:9][CH2:10][CH2:11][CH2:12][C:13]=2[CH:14]=1.ClC1C=CC=C(C(OO)=[O:25])C=1.C(=O)(O)[O-].[Na+]. Product: [F:16][C:2]([F:1])([F:15])[CH2:3][O:4][C:5]1[CH:6]=[N+:7]([O-:25])[C:8]2[CH2:9][CH2:10][CH2:11][CH2:12][C:13]=2[CH:14]=1. The catalyst class is: 4. (4) Reactant: [O:1]1[C:5]2[CH:6]=[CH:7][C:8]([OH:10])=[CH:9][C:4]=2[O:3][CH2:2]1.C([Mg]Cl)(C)C.[Br:16][C:17]1[CH:25]=[CH:24][CH:23]=[C:22]2[C:18]=1[C:19](=[O:32])[C:20](=[O:31])[N:21]2[CH2:26][CH2:27][CH2:28][CH2:29][CH3:30]. Product: [Br:16][C:17]1[CH:25]=[CH:24][CH:23]=[C:22]2[C:18]=1[C:19]([OH:32])([C:7]1[C:8]([OH:10])=[CH:9][C:4]3[O:3][CH2:2][O:1][C:5]=3[CH:6]=1)[C:20](=[O:31])[N:21]2[CH2:26][CH2:27][CH2:28][CH2:29][CH3:30]. The catalyst class is: 217. (5) Reactant: [C:1]([C:3]1[CH:8]=[CH:7][CH:6]=[CH:5][C:4]=1[C:9]1[CH:14]=[CH:13][C:12]([CH2:15][N:16]2[C:21]3[S:22][C:23]([CH2:25][CH3:26])=[CH:24][C:20]=3[C:19](=[O:27])[N:18]([CH:28]([CH3:33])[C:29](OC)=[O:30])[C:17]2=[O:34])=[CH:11][CH:10]=1)#[N:2].CN1CCOCC1.C(Cl)(=O)OCC.[BH4-].[Na+]. Product: [CH2:25]([C:23]1[S:22][C:21]2[N:16]([CH2:15][C:12]3[CH:13]=[CH:14][C:9]([C:4]4[C:3]([C:1]#[N:2])=[CH:8][CH:7]=[CH:6][CH:5]=4)=[CH:10][CH:11]=3)[C:17](=[O:34])[N:18]([CH:28]([CH3:33])[CH2:29][OH:30])[C:19](=[O:27])[C:20]=2[CH:24]=1)[CH3:26]. The catalyst class is: 111.